This data is from Forward reaction prediction with 1.9M reactions from USPTO patents (1976-2016). The task is: Predict the product of the given reaction. (1) Given the reactants [F:1][C:2]([F:11])([F:10])[C:3]1[C:8]([OH:9])=[CH:7][CH:6]=[CH:5][N:4]=1.Br[CH2:13][C:14]1[CH:19]=[CH:18][CH:17]=[CH:16][CH:15]=1.C([O-])([O-])=O.[K+].[K+].O, predict the reaction product. The product is: [CH2:13]([O:9][C:8]1[C:3]([C:2]([F:1])([F:10])[F:11])=[N:4][CH:5]=[CH:6][CH:7]=1)[C:14]1[CH:19]=[CH:18][CH:17]=[CH:16][CH:15]=1. (2) Given the reactants [N:1]1[C:10]2[C:5](=[CH:6][CH:7]=CC=2)C=[CH:3][CH:2]=1.[CH:11]1[C:16]([Cl:17])=[CH:15][C:14]2[NH:18][CH:19]=[CH:20][C:21](=[S:22])[C:13]=2[CH:12]=1.Br[CH2:24][CH2:25]CCBr, predict the reaction product. The product is: [Cl:17][C:16]1[CH:15]=[C:14]2[C:13]([C:21]([S:22][CH2:7][CH2:6][CH2:5][CH2:10][N:1]([CH2:2][CH3:3])[CH2:24][CH3:25])=[CH:20][CH:19]=[N:18]2)=[CH:12][CH:11]=1. (3) Given the reactants C[O:2][C:3](=[O:23])[CH2:4][CH2:5][CH:6]1[O:10][B:9]([OH:11])[C:8]2[CH:12]=[C:13]([O:16][C:17]3[N:22]=[CH:21][CH:20]=[CH:19][N:18]=3)[CH:14]=[CH:15][C:7]1=2.[Li+].[OH-].Cl, predict the reaction product. The product is: [OH:11][B:9]1[C:8]2[CH:12]=[C:13]([O:16][C:17]3[N:18]=[CH:19][CH:20]=[CH:21][N:22]=3)[CH:14]=[CH:15][C:7]=2[CH:6]([CH2:5][CH2:4][C:3]([OH:23])=[O:2])[O:10]1. (4) Given the reactants [CH3:1][N:2]([CH2:13][C:14]1[N:18]([CH2:19]/[CH:20]=[CH:21]/[CH2:22][N:23]2C(=O)C3C(=CC=CC=3)C2=O)[C:17]2[CH:34]=[CH:35][CH:36]=[CH:37][C:16]=2[N:15]=1)[CH:3]1[C:12]2[N:11]=[CH:10][CH:9]=[CH:8][C:7]=2[CH2:6][CH2:5][CH2:4]1.O.NN.C([O-])(O)=O.[Na+], predict the reaction product. The product is: [NH2:23][CH2:22]/[CH:21]=[CH:20]/[CH2:19][N:18]1[C:17]2[CH:34]=[CH:35][CH:36]=[CH:37][C:16]=2[N:15]=[C:14]1[CH2:13][N:2]([CH3:1])[CH:3]1[C:12]2[N:11]=[CH:10][CH:9]=[CH:8][C:7]=2[CH2:6][CH2:5][CH2:4]1. (5) The product is: [NH2:1][C:4]1[CH:5]=[CH:6][C:7]([C:11]([F:12])([F:13])[F:14])=[C:8]([OH:10])[CH:9]=1. Given the reactants [N+:1]([C:4]1[CH:5]=[CH:6][C:7]([C:11]([F:14])([F:13])[F:12])=[C:8]([OH:10])[CH:9]=1)([O-])=O, predict the reaction product. (6) Given the reactants C(N(S(F)(F)[F:7])CC)C.[Cl:10][C:11]1[CH:12]=[C:13]([S:18]([NH:21][C@@H:22]([C:25]2[N:29]([CH2:30][CH3:31])[C:28]([O:32][C:33]3[CH:38]=[CH:37][C:36]([F:39])=[CH:35][CH:34]=3)=[N:27][N:26]=2)[CH2:23]O)(=[O:20])=[O:19])[CH:14]=[CH:15][C:16]=1[Cl:17].C(=O)(O)[O-].[Na+], predict the reaction product. The product is: [Cl:10][C:11]1[CH:12]=[C:13]([S:18]([NH:21][C@@H:22]([C:25]2[N:29]([CH2:30][CH3:31])[C:28]([O:32][C:33]3[CH:38]=[CH:37][C:36]([F:39])=[CH:35][CH:34]=3)=[N:27][N:26]=2)[CH2:23][F:7])(=[O:20])=[O:19])[CH:14]=[CH:15][C:16]=1[Cl:17]. (7) Given the reactants [Br:1][C:2]1[CH:10]=[CH:9][C:5]([C:6](Cl)=[O:7])=[CH:4][CH:3]=1.[C:11]([O:15][C:16]([N:18]1[CH2:23][CH2:22][NH:21][CH2:20][CH2:19]1)=[O:17])([CH3:14])([CH3:13])[CH3:12].C(N(CC)CC)C, predict the reaction product. The product is: [C:11]([O:15][C:16]([N:18]1[CH2:23][CH2:22][N:21]([C:6](=[O:7])[C:5]2[CH:9]=[CH:10][C:2]([Br:1])=[CH:3][CH:4]=2)[CH2:20][CH2:19]1)=[O:17])([CH3:14])([CH3:12])[CH3:13].